This data is from NCI-60 drug combinations with 297,098 pairs across 59 cell lines. The task is: Regression. Given two drug SMILES strings and cell line genomic features, predict the synergy score measuring deviation from expected non-interaction effect. (1) Drug 1: CC=C1C(=O)NC(C(=O)OC2CC(=O)NC(C(=O)NC(CSSCCC=C2)C(=O)N1)C(C)C)C(C)C. Drug 2: C1CN(P(=O)(OC1)NCCCl)CCCl. Cell line: MALME-3M. Synergy scores: CSS=56.1, Synergy_ZIP=1.68, Synergy_Bliss=-1.16, Synergy_Loewe=-50.0, Synergy_HSA=-4.15. (2) Synergy scores: CSS=0.330, Synergy_ZIP=-1.19, Synergy_Bliss=-1.20, Synergy_Loewe=-2.32, Synergy_HSA=-1.80. Cell line: NCI-H226. Drug 2: C1C(C(OC1N2C=NC(=NC2=O)N)CO)O. Drug 1: C1=NC2=C(N=C(N=C2N1C3C(C(C(O3)CO)O)F)Cl)N. (3) Drug 1: CCCS(=O)(=O)NC1=C(C(=C(C=C1)F)C(=O)C2=CNC3=C2C=C(C=N3)C4=CC=C(C=C4)Cl)F. Drug 2: N.N.Cl[Pt+2]Cl. Cell line: HOP-62. Synergy scores: CSS=-2.96, Synergy_ZIP=2.56, Synergy_Bliss=0.838, Synergy_Loewe=-6.21, Synergy_HSA=-4.37. (4) Drug 1: CC1=C2C(C(=O)C3(C(CC4C(C3C(C(C2(C)C)(CC1OC(=O)C(C(C5=CC=CC=C5)NC(=O)C6=CC=CC=C6)O)O)OC(=O)C7=CC=CC=C7)(CO4)OC(=O)C)O)C)OC(=O)C. Drug 2: C1CNP(=O)(OC1)N(CCCl)CCCl. Cell line: MDA-MB-231. Synergy scores: CSS=25.6, Synergy_ZIP=-8.42, Synergy_Bliss=-2.61, Synergy_Loewe=-84.7, Synergy_HSA=-3.21. (5) Drug 1: CC1=C(C=C(C=C1)NC2=NC=CC(=N2)N(C)C3=CC4=NN(C(=C4C=C3)C)C)S(=O)(=O)N.Cl. Drug 2: B(C(CC(C)C)NC(=O)C(CC1=CC=CC=C1)NC(=O)C2=NC=CN=C2)(O)O. Cell line: NCI/ADR-RES. Synergy scores: CSS=0.738, Synergy_ZIP=0.927, Synergy_Bliss=1.54, Synergy_Loewe=-0.881, Synergy_HSA=-0.270. (6) Drug 1: CC1C(C(=O)NC(C(=O)N2CCCC2C(=O)N(CC(=O)N(C(C(=O)O1)C(C)C)C)C)C(C)C)NC(=O)C3=C4C(=C(C=C3)C)OC5=C(C(=O)C(=C(C5=N4)C(=O)NC6C(OC(=O)C(N(C(=O)CN(C(=O)C7CCCN7C(=O)C(NC6=O)C(C)C)C)C)C(C)C)C)N)C. Drug 2: CC1CCC2CC(C(=CC=CC=CC(CC(C(=O)C(C(C(=CC(C(=O)CC(OC(=O)C3CCCCN3C(=O)C(=O)C1(O2)O)C(C)CC4CCC(C(C4)OC)O)C)C)O)OC)C)C)C)OC. Cell line: UO-31. Synergy scores: CSS=8.15, Synergy_ZIP=0.195, Synergy_Bliss=3.83, Synergy_Loewe=-0.0181, Synergy_HSA=1.88. (7) Drug 1: CC(CN1CC(=O)NC(=O)C1)N2CC(=O)NC(=O)C2. Drug 2: CCCCC(=O)OCC(=O)C1(CC(C2=C(C1)C(=C3C(=C2O)C(=O)C4=C(C3=O)C=CC=C4OC)O)OC5CC(C(C(O5)C)O)NC(=O)C(F)(F)F)O. Cell line: U251. Synergy scores: CSS=34.3, Synergy_ZIP=-8.77, Synergy_Bliss=1.30, Synergy_Loewe=5.33, Synergy_HSA=4.67. (8) Drug 1: C1C(C(OC1N2C=NC3=C(N=C(N=C32)Cl)N)CO)O. Drug 2: C1CN(P(=O)(OC1)NCCCl)CCCl. Cell line: SNB-75. Synergy scores: CSS=-0.123, Synergy_ZIP=0.397, Synergy_Bliss=0.320, Synergy_Loewe=-1.42, Synergy_HSA=-1.60. (9) Drug 1: C1=CN(C(=O)N=C1N)C2C(C(C(O2)CO)O)O.Cl. Drug 2: C1=CC=C(C=C1)NC(=O)CCCCCCC(=O)NO. Cell line: SW-620. Synergy scores: CSS=36.0, Synergy_ZIP=-5.73, Synergy_Bliss=-3.20, Synergy_Loewe=-9.22, Synergy_HSA=-1.38. (10) Drug 1: CC1=C(C=C(C=C1)NC(=O)C2=CC=C(C=C2)CN3CCN(CC3)C)NC4=NC=CC(=N4)C5=CN=CC=C5. Drug 2: CC1CCC2CC(C(=CC=CC=CC(CC(C(=O)C(C(C(=CC(C(=O)CC(OC(=O)C3CCCCN3C(=O)C(=O)C1(O2)O)C(C)CC4CCC(C(C4)OC)O)C)C)O)OC)C)C)C)OC. Cell line: CCRF-CEM. Synergy scores: CSS=-11.2, Synergy_ZIP=7.69, Synergy_Bliss=1.40, Synergy_Loewe=-18.8, Synergy_HSA=-20.3.